From a dataset of Full USPTO retrosynthesis dataset with 1.9M reactions from patents (1976-2016). Predict the reactants needed to synthesize the given product. (1) Given the product [CH:1]1([CH:6]([NH:18][C:19]2[CH:20]=[CH:21][C:22]([C:25]([NH:27][CH2:28][CH2:29][C:30]([OH:32])=[O:31])=[O:26])=[CH:23][CH:24]=2)[C:7]2[O:8][C:9]3[CH:16]=[CH:15][C:14]([F:17])=[CH:13][C:10]=3[C:11]=2[CH3:12])[CH2:5][CH2:4][CH2:3][CH2:2]1, predict the reactants needed to synthesize it. The reactants are: [CH:1]1([CH:6]([NH:18][C:19]2[CH:24]=[CH:23][C:22]([C:25]([NH:27][CH2:28][CH2:29][C:30]([O:32]CC)=[O:31])=[O:26])=[CH:21][CH:20]=2)[C:7]2[O:8][C:9]3[CH:16]=[CH:15][C:14]([F:17])=[CH:13][C:10]=3[C:11]=2[CH3:12])[CH2:5][CH2:4][CH2:3][CH2:2]1.[OH-].[Na+]. (2) Given the product [NH2:1][C:2]1[N:7]=[CH:6][C:5]([S:8]([N:11]2[CH2:16][CH2:15][N:14]([C:17]3[N:22]=[CH:21][C:20]([C@@:23]([OH:29])([CH3:28])[C:24]([F:27])([F:26])[F:25])=[CH:19][N:18]=3)[C@@H:13]([C:30]#[C:31][CH3:32])[CH2:12]2)(=[O:9])=[O:10])=[CH:4][CH:3]=1, predict the reactants needed to synthesize it. The reactants are: [NH2:1][C:2]1[N:7]=[CH:6][C:5]([S:8]([N:11]2[CH2:16][CH2:15][N:14]([C:17]3[N:22]=[CH:21][C:20]([C@:23]([OH:29])([CH3:28])[C:24]([F:27])([F:26])[F:25])=[CH:19][N:18]=3)[C@@H:13]([C:30]#[C:31][CH3:32])[CH2:12]2)(=[O:10])=[O:9])=[CH:4][CH:3]=1.NC1N=CC(S(N2CCN(C3N=CC([C@@](O)(C)C(F)(F)F)=CN=3)[C@H](C#CC)C2)(=O)=O)=CC=1.NC1N=CC(S(N2CCN(C3N=CC([C@](O)(C)C(F)(F)F)=CN=3)[C@H](C#CC)C2)(=O)=O)=CC=1. (3) The reactants are: [OH:1][CH:2]1[CH2:6][O:5][N:4]([C:7]([C:9]2[C:17]3[C:16](=[O:18])[N:15]([CH3:19])[C:14](=[O:20])[N:13]([CH2:21][CH:22]([CH3:24])[CH3:23])[C:12]=3[S:11][C:10]=2[CH3:25])=[O:8])[CH2:3]1.N1C=CN=C1.[Si:31](Cl)([C:34]([CH3:37])([CH3:36])[CH3:35])([CH3:33])[CH3:32]. Given the product [CH3:35][C:34]([Si:31]([CH3:33])([CH3:32])[O:1][CH:2]1[CH2:6][O:5][N:4]([C:7]([C:9]2[C:17]3[C:16](=[O:18])[N:15]([CH3:19])[C:14](=[O:20])[N:13]([CH2:21][CH:22]([CH3:23])[CH3:24])[C:12]=3[S:11][C:10]=2[CH3:25])=[O:8])[CH2:3]1)([CH3:37])[CH3:36], predict the reactants needed to synthesize it. (4) Given the product [Cl:1][C:2]1[N:10]=[CH:9][N:8]=[C:7]2[C:3]=1[N:4]=[CH:5][N:6]2[C@H:11]1[C@H:12]([OH:13])[C@H:14]([OH:15])[C@@H:16]([CH2:18][O:19][C:26]([C:20]2[CH:25]=[CH:24][CH:23]=[CH:22][CH:21]=2)([C:33]2[CH:34]=[CH:35][CH:36]=[CH:37][CH:38]=2)[C:27]2[CH:28]=[CH:29][CH:30]=[CH:31][CH:32]=2)[O:17]1, predict the reactants needed to synthesize it. The reactants are: [Cl:1][C:2]1[N:10]=[CH:9][N:8]=[C:7]2[C:3]=1[N:4]=[CH:5][N:6]2[C@@H:11]1[O:17][C@H:16]([CH2:18][OH:19])[C@@H:14]([OH:15])[C@H:12]1[OH:13].[C:20]1([C:26](Cl)([C:33]2[CH:38]=[CH:37][CH:36]=[CH:35][CH:34]=2)[C:27]2[CH:32]=[CH:31][CH:30]=[CH:29][CH:28]=2)[CH:25]=[CH:24][CH:23]=[CH:22][CH:21]=1.CCN(C(C)C)C(C)C. (5) Given the product [Cl:1][C:2]1[N:7]=[CH:6][C:5]([NH:8][C:9]2[N:14]=[C:13]([C:15](=[S:35])[NH2:16])[CH:12]=[CH:11][N:10]=2)=[CH:4][CH:3]=1, predict the reactants needed to synthesize it. The reactants are: [Cl:1][C:2]1[N:7]=[CH:6][C:5]([NH:8][C:9]2[N:14]=[C:13]([C:15]#[N:16])[CH:12]=[CH:11][N:10]=2)=[CH:4][CH:3]=1.[NH4+]=S.ClC1C=CC(NC2N=C(C(=[S:35])N)C=CN=2)=CC=1.